This data is from Catalyst prediction with 721,799 reactions and 888 catalyst types from USPTO. The task is: Predict which catalyst facilitates the given reaction. (1) Reactant: Cl.C(N=C=NCCCN(C)C)C.[Cl:13][C:14]1[C:15]([O:24][C:25]2[CH:30]=[C:29]([O:31][CH2:32][C:33](=[O:35])[CH3:34])[CH:28]=[CH:27][C:26]=2/[CH:36]=[CH:37]/[C:38]([OH:40])=O)=[N:16][CH:17]=[C:18]([C:20]([F:23])([F:22])[F:21])[CH:19]=1.[CH2:41]([S:46]([NH2:49])(=[O:48])=[O:47])[CH2:42][CH2:43][CH2:44][CH3:45].Cl. Product: [Cl:13][C:14]1[C:15]([O:24][C:25]2[CH:30]=[C:29]([O:31][CH2:32][C:33](=[O:35])[CH3:34])[CH:28]=[CH:27][C:26]=2/[CH:36]=[CH:37]/[C:38]([NH:49][S:46]([CH2:41][CH2:42][CH2:43][CH2:44][CH3:45])(=[O:48])=[O:47])=[O:40])=[N:16][CH:17]=[C:18]([C:20]([F:23])([F:22])[F:21])[CH:19]=1. The catalyst class is: 594. (2) Reactant: [CH2:1]([O:8][C:9]1[CH:10]=[N:11][CH:12]=[C:13]([CH:18]=1)[C:14]([O:16]C)=[O:15])[C:2]1[CH:7]=[CH:6][CH:5]=[CH:4][CH:3]=1.[OH-].[Na+]. Product: [CH2:1]([O:8][C:9]1[CH:10]=[N:11][CH:12]=[C:13]([CH:18]=1)[C:14]([OH:16])=[O:15])[C:2]1[CH:3]=[CH:4][CH:5]=[CH:6][CH:7]=1. The catalyst class is: 83.